This data is from NCI-60 drug combinations with 297,098 pairs across 59 cell lines. The task is: Regression. Given two drug SMILES strings and cell line genomic features, predict the synergy score measuring deviation from expected non-interaction effect. (1) Drug 1: C1C(C(OC1N2C=NC3=C(N=C(N=C32)Cl)N)CO)O. Drug 2: C1CC(=O)NC(=O)C1N2C(=O)C3=CC=CC=C3C2=O. Cell line: ACHN. Synergy scores: CSS=35.4, Synergy_ZIP=1.12, Synergy_Bliss=-0.465, Synergy_Loewe=-48.2, Synergy_HSA=-3.14. (2) Drug 1: C1=CC(=C2C(=C1NCCNCCO)C(=O)C3=C(C=CC(=C3C2=O)O)O)NCCNCCO. Drug 2: CC1=C2C(C(=O)C3(C(CC4C(C3C(C(C2(C)C)(CC1OC(=O)C(C(C5=CC=CC=C5)NC(=O)OC(C)(C)C)O)O)OC(=O)C6=CC=CC=C6)(CO4)OC(=O)C)O)C)O. Cell line: KM12. Synergy scores: CSS=40.8, Synergy_ZIP=-7.07, Synergy_Bliss=-4.34, Synergy_Loewe=-1.59, Synergy_HSA=0.131. (3) Drug 1: C1=NC2=C(N1)C(=S)N=C(N2)N. Drug 2: CC1=C(C(=O)C2=C(C1=O)N3CC4C(C3(C2COC(=O)N)OC)N4)N. Cell line: SN12C. Synergy scores: CSS=39.5, Synergy_ZIP=-4.84, Synergy_Bliss=-1.35, Synergy_Loewe=-2.36, Synergy_HSA=1.31. (4) Drug 1: C1CNP(=O)(OC1)N(CCCl)CCCl. Drug 2: CC1CCCC2(C(O2)CC(NC(=O)CC(C(C(=O)C(C1O)C)(C)C)O)C(=CC3=CSC(=N3)C)C)C. Cell line: OVCAR-5. Synergy scores: CSS=51.4, Synergy_ZIP=7.24, Synergy_Bliss=-0.719, Synergy_Loewe=-28.9, Synergy_HSA=0.161. (5) Drug 1: CCCCCOC(=O)NC1=NC(=O)N(C=C1F)C2C(C(C(O2)C)O)O. Drug 2: C1=CC=C(C=C1)NC(=O)CCCCCCC(=O)NO. Cell line: BT-549. Synergy scores: CSS=6.03, Synergy_ZIP=-2.45, Synergy_Bliss=0.121, Synergy_Loewe=-19.8, Synergy_HSA=-1.63.